Dataset: Full USPTO retrosynthesis dataset with 1.9M reactions from patents (1976-2016). Task: Predict the reactants needed to synthesize the given product. (1) Given the product [F:1][C:2]([F:7])([F:6])[CH:3]([CH3:4])[O:5][C:11]1[CH:12]=[CH:13][C:14]([C:17]#[N:18])=[N:15][CH:16]=1, predict the reactants needed to synthesize it. The reactants are: [F:1][C:2]([F:7])([F:6])[CH:3]([OH:5])[CH3:4].[H-].[Na+].Cl[C:11]1[CH:12]=[CH:13][C:14]([C:17]#[N:18])=[N:15][CH:16]=1.C(=O)([O-])[O-].[Na+].[Na+]. (2) Given the product [O:1]1[C:5]2[CH:6]=[CH:7][C:8]([C:10]3([C:13]([NH:15][C:16]4[CH:21]=[CH:20][CH:19]=[C:18]([CH2:22][C:23]5[CH:28]=[CH:27][CH:26]=[CH:25][C:24]=5[Cl:32])[N:17]=4)=[O:14])[CH2:12][CH2:11]3)=[CH:9][C:4]=2[O:3][CH2:2]1, predict the reactants needed to synthesize it. The reactants are: [O:1]1[C:5]2[CH:6]=[CH:7][C:8]([C:10]3([C:13]([NH:15][C:16]4[CH:21]=[CH:20][CH:19]=[C:18]([CH2:22][C:23]5[CH:28]=[CH:27][C:26](OC)=[CH:25][CH:24]=5)[N:17]=4)=[O:14])[CH2:12][CH2:11]3)=[CH:9][C:4]=2[O:3][CH2:2]1.[Cl-].[Cl:32]C1C=CC=CC=1C[Zn+].O1C2C=CC(C3(C(NC4C=CC=C(Br)N=4)=O)CC3)=CC=2OC1. (3) Given the product [F:35][C:34]([F:37])([F:36])[C:32]([OH:38])=[O:33].[C:1]1([N:7]2[C:11]3=[N:12][CH:13]=[N:14][C:15]([NH:16][N:17]=[CH:18][CH:19]4[CH2:24][CH2:23][NH:22][CH2:21][CH2:20]4)=[C:10]3[CH:9]=[N:8]2)[CH:2]=[CH:3][CH:4]=[CH:5][CH:6]=1, predict the reactants needed to synthesize it. The reactants are: [C:1]1([N:7]2[C:11]3=[N:12][CH:13]=[N:14][C:15]([NH:16]/[N:17]=[CH:18]/[CH:19]4[CH2:24][CH2:23][N:22](C(OC(C)(C)C)=O)[CH2:21][CH2:20]4)=[C:10]3[CH:9]=[N:8]2)[CH:6]=[CH:5][CH:4]=[CH:3][CH:2]=1.[C:32]([OH:38])([C:34]([F:37])([F:36])[F:35])=[O:33]. (4) Given the product [C:25]([NH:1][CH2:2][C:3]([C:6]1[CH:7]=[C:8]([NH:12][C:13](=[O:24])[C:14]2[CH:19]=[CH:18][C:17]([O:20][CH3:21])=[C:16]([O:22][CH3:23])[CH:15]=2)[CH:9]=[CH:10][CH:11]=1)([CH3:5])[CH3:4])(=[O:27])[CH3:26], predict the reactants needed to synthesize it. The reactants are: [NH2:1][CH2:2][C:3]([C:6]1[CH:7]=[C:8]([NH:12][C:13](=[O:24])[C:14]2[CH:19]=[CH:18][C:17]([O:20][CH3:21])=[C:16]([O:22][CH3:23])[CH:15]=2)[CH:9]=[CH:10][CH:11]=1)([CH3:5])[CH3:4].[C:25](Cl)(=[O:27])[CH3:26].N1C=CC=CC=1. (5) Given the product [NH2:1][CH2:2][CH:3]([N:14]1[CH2:19][CH2:18][N:17]([C:20]2[N:25]=[CH:24][N:23]=[C:22]([NH2:26])[C:21]=2[C:32]2[CH:33]=[CH:34][C:29]([F:28])=[CH:30][CH:31]=2)[CH2:16][CH2:15]1)[C:4]1[CH:9]=[CH:8][C:7]([C:10]([F:13])([F:12])[F:11])=[CH:6][CH:5]=1, predict the reactants needed to synthesize it. The reactants are: [NH2:1][CH2:2][CH:3]([N:14]1[CH2:19][CH2:18][N:17]([C:20]2[N:25]=[CH:24][N:23]=[C:22]([NH2:26])[C:21]=2Br)[CH2:16][CH2:15]1)[C:4]1[CH:9]=[CH:8][C:7]([C:10]([F:13])([F:12])[F:11])=[CH:6][CH:5]=1.[F:28][C:29]1[CH:34]=[CH:33][C:32](B(O)O)=[CH:31][CH:30]=1.C1(P(C2CCCCC2)C2C=CC=CC=2C2C(OC)=CC=CC=2OC)CCCCC1.C(=O)([O-])[O-].[Cs+].[Cs+]. (6) The reactants are: [CH:1]([C:3]1[CH:8]=[CH:7][C:6]([N:9]=[C:10]2[S:14][CH2:13][C:12]3([CH2:18][CH2:17][CH2:16][CH2:15]3)[N:11]2[CH:19]2[CH2:23][CH2:22][CH2:21][CH2:20]2)=[C:5]([CH2:24][CH3:25])[CH:4]=1)=O.[C:26](#[N:30])[CH2:27][C:28]#[N:29]. Given the product [CH2:24]([C:5]1[CH:4]=[C:3]([CH:1]=[C:27]([C:26]#[N:30])[C:28]#[N:29])[CH:8]=[CH:7][C:6]=1[N:9]=[C:10]1[S:14][CH2:13][C:12]2([CH2:15][CH2:16][CH2:17][CH2:18]2)[N:11]1[CH:19]1[CH2:23][CH2:22][CH2:21][CH2:20]1)[CH3:25], predict the reactants needed to synthesize it. (7) Given the product [CH3:22][N:23]([CH2:20][C:18]1[N:17]=[N:16][N:15]([CH2:14][CH2:13][CH2:12][N:3]2[C:4](=[O:11])[C:5]3[C:10](=[CH:9][CH:8]=[CH:7][CH:6]=3)[C:2]2=[O:1])[CH:19]=1)[CH:24]1[C:33]2[N:32]=[CH:31][CH:30]=[CH:29][C:28]=2[CH2:27][CH2:26][CH2:25]1, predict the reactants needed to synthesize it. The reactants are: [O:1]=[C:2]1[C:10]2[C:5](=[CH:6][CH:7]=[CH:8][CH:9]=2)[C:4](=[O:11])[N:3]1[CH2:12][CH2:13][CH2:14][N:15]1[CH:19]=[C:18]([CH:20]=O)[N:17]=[N:16]1.[CH3:22][N:23](CC#C)[CH:24]1[C:33]2[N:32]=[CH:31][CH:30]=[CH:29][C:28]=2[CH2:27][CH2:26][CH2:25]1.C(O[BH-](OC(=O)C)OC(=O)C)(=O)C.[Na+].C(=O)(O)[O-].[Na+].